From a dataset of Catalyst prediction with 721,799 reactions and 888 catalyst types from USPTO. Predict which catalyst facilitates the given reaction. (1) Reactant: [C:1]([O:5][C:6](=[O:15])[NH:7][C:8]1([Cl:14])[CH:13]=[CH:12][CH:11]=[N:10][CH2:9]1)([CH3:4])([CH3:3])[CH3:2].[CH2:16](Br)[CH:17]=[CH2:18].C(=O)([O-])[O-].[Cs+].[Cs+]. Product: [C:1]([O:5][C:6](=[O:15])[N:7]([CH2:18][CH:17]=[CH2:16])[C:8]1([Cl:14])[CH:13]=[CH:12][CH:11]=[N:10][CH2:9]1)([CH3:4])([CH3:2])[CH3:3]. The catalyst class is: 3. (2) Reactant: [S:1]1[C:5]2[CH:6]=[CH:7][CH:8]=[CH:9][C:4]=2[N:3]=[C:2]1[N:10](C(OC(C)(C)C)=O)[C:11]1[CH:40]=[CH:39][C:14]([O:15][C:16]2[C:17]([C:22]3([C:35](OC)=[O:36])[CH2:27][CH2:26][N:25]([C:28]([O:30][C:31]([CH3:34])([CH3:33])[CH3:32])=[O:29])[CH2:24][CH2:23]3)=[N:18][CH:19]=[CH:20][N:21]=2)=[CH:13][CH:12]=1.[H-].[H-].[H-].[H-].[Li+].[Al+3]. Product: [S:1]1[C:5]2[CH:6]=[CH:7][CH:8]=[CH:9][C:4]=2[N:3]=[C:2]1[NH:10][C:11]1[CH:12]=[CH:13][C:14]([O:15][C:16]2[C:17]([C:22]3([CH2:35][OH:36])[CH2:27][CH2:26][N:25]([C:28]([O:30][C:31]([CH3:34])([CH3:32])[CH3:33])=[O:29])[CH2:24][CH2:23]3)=[N:18][CH:19]=[CH:20][N:21]=2)=[CH:39][CH:40]=1. The catalyst class is: 1. (3) Product: [CH2:18]([C:15]1[CH:16]=[CH:17][C:12]([NH:11][C:4]2[C:5]3[N:6]([CH:8]=[CH:9][N:10]=3)[N:7]=[C:2]([C:28]3[CH:33]=[CH:32][CH:31]=[CH:30][CH:29]=3)[CH:3]=2)=[N:13][CH:14]=1)[CH3:19]. Reactant: Cl[C:2]1[CH:3]=[C:4]([NH:11][C:12]2[CH:17]=[CH:16][C:15]([CH2:18][CH3:19])=[CH:14][N:13]=2)[C:5]2[N:6]([CH:8]=[CH:9][N:10]=2)[N:7]=1.CC1(C)C(C)(C)OB([C:28]2[CH:33]=[CH:32][CH:31]=[CH:30][CH:29]=2)O1.CC(C1C=C(C(C)C)C(C2C=CC=CC=2P(C2CCCCC2)C2CCCCC2)=C(C(C)C)C=1)C.C([O-])([O-])=O.[K+].[K+]. The catalyst class is: 333.